From a dataset of Reaction yield outcomes from USPTO patents with 853,638 reactions. Predict the reaction yield, written as a fraction of the theoretical maximum amount of product (1.0 means a 100% yield; for example, 0.34 means a 34% yield). (1) The reactants are [NH3:1].[Cl:2][C:3]1[C:8]([CH:9]=[O:10])=[C:7](Cl)[N:6]=[CH:5][N:4]=1. The catalyst is C1(C)C=CC=CC=1. The product is [NH2:1][C:7]1[C:8]([CH:9]=[O:10])=[C:3]([Cl:2])[N:4]=[CH:5][N:6]=1. The yield is 0.990. (2) The reactants are [C:1]([O:5][C:6]([N:8]1[CH2:11][CH:10]([N:12]([CH3:31])[C:13]2[CH:21]=[CH:20][C:19]([C:22]#[N:23])=[C:18]3[C:14]=2[CH:15]=[CH:16][N:17]3C(OC(C)(C)C)=O)[CH2:9]1)=[O:7])([CH3:4])([CH3:3])[CH3:2].CS(C)=[O:34].OO.[OH-].[Na+]. The catalyst is C(O)C.O. The product is [C:22]([C:19]1[CH:20]=[CH:21][C:13]([N:12]([CH3:31])[CH:10]2[CH2:11][N:8]([C:6]([O:5][C:1]([CH3:4])([CH3:2])[CH3:3])=[O:7])[CH2:9]2)=[C:14]2[C:18]=1[NH:17][CH:16]=[CH:15]2)(=[O:34])[NH2:23]. The yield is 0.520. (3) The reactants are [CH3:1][O:2][C:3](=[O:12])[C:4]1[CH:9]=[CH:8][C:7]([Br:10])=[CH:6][C:5]=1[CH3:11].C1C(=O)N([Br:20])C(=O)C1. The catalyst is C(Cl)(Cl)(Cl)Cl.C(OOC(=O)C1C=CC=CC=1)(=O)C1C=CC=CC=1. The product is [CH3:1][O:2][C:3](=[O:12])[C:4]1[CH:9]=[CH:8][C:7]([Br:10])=[CH:6][C:5]=1[CH2:11][Br:20]. The yield is 0.500. (4) The reactants are [Cl-].O[NH3+:3].[C:4](=[O:7])([O-])[OH:5].[Na+].CS(C)=O.[Si]([O:20][CH2:21][C:22]([CH3:58])([CH3:57])[O:23][C:24]1[CH:29]=[CH:28][C:27]([C:30]2[C:35](=[O:36])[N:34]([CH2:37][C:38]3[CH:43]=[CH:42][C:41]([C:44]4[C:45]([C:50]#[N:51])=[CH:46][CH:47]=[CH:48][CH:49]=4)=[CH:40][C:39]=3[F:52])[C:33]([CH2:53][CH2:54][CH3:55])=[N:32][C:31]=2[CH3:56])=[CH:26][CH:25]=1)(C(C)(C)C)(C)C. The catalyst is C(OCC)(=O)C. The product is [F:52][C:39]1[CH:40]=[C:41]([C:44]2[CH:49]=[CH:48][CH:47]=[CH:46][C:45]=2[C:50]2[NH:3][C:4](=[O:7])[O:5][N:51]=2)[CH:42]=[CH:43][C:38]=1[CH2:37][N:34]1[C:35](=[O:36])[C:30]([C:27]2[CH:28]=[CH:29][C:24]([O:23][C:22]([CH3:58])([CH3:57])[CH2:21][OH:20])=[CH:25][CH:26]=2)=[C:31]([CH3:56])[N:32]=[C:33]1[CH2:53][CH2:54][CH3:55]. The yield is 0.680. (5) The reactants are Cl[C:2]1[N:7]=[CH:6][N:5]=[C:4]([O:8][C:9]2[CH:14]=[CH:13][C:12]([NH:15][C:16]([NH:18][C:19]3[CH:24]=[CH:23][CH:22]=[CH:21][CH:20]=3)=[O:17])=[CH:11][CH:10]=2)[CH:3]=1.[F:25][C:26]1[CH:32]=[CH:31][CH:30]=[CH:29][C:27]=1[NH2:28].C(OCC)(=O)C.O. The catalyst is CN1CCCC1=O.CCCCCC. The product is [F:25][C:26]1[CH:32]=[CH:31][CH:30]=[CH:29][C:27]=1[NH:28][C:2]1[N:7]=[CH:6][N:5]=[C:4]([O:8][C:9]2[CH:14]=[CH:13][C:12]([NH:15][C:16]([NH:18][C:19]3[CH:24]=[CH:23][CH:22]=[CH:21][CH:20]=3)=[O:17])=[CH:11][CH:10]=2)[CH:3]=1. The yield is 0.310. (6) The reactants are [NH2:1][C:2]1[CH:16]=[CH:15][C:5]([CH2:6][P:7](=[O:14])([O:11][CH2:12][CH3:13])[O:8][CH2:9][CH3:10])=[CH:4][CH:3]=1.[C:17]1([C:23]2[O:27][N:26]=[CH:25][C:24]=2[CH2:28][CH2:29][C:30](O)=[O:31])[CH:22]=[CH:21][CH:20]=[CH:19][CH:18]=1.O.ON1C2C=CC=CC=2N=N1.Cl.C(N=C=NCCCN(C)C)C. The catalyst is O.CN(C)C=O. The product is [CH2:12]([O:11][P:7]([CH2:6][C:5]1[CH:4]=[CH:3][C:2]([NH:1][C:30](=[O:31])[CH2:29][CH2:28][C:24]2[CH:25]=[N:26][O:27][C:23]=2[C:17]2[CH:18]=[CH:19][CH:20]=[CH:21][CH:22]=2)=[CH:16][CH:15]=1)([O:8][CH2:9][CH3:10])=[O:14])[CH3:13]. The yield is 0.930. (7) The reactants are [C:1]([O:4][CH3:5])(=[O:3])[CH3:2].[Li+].CC([N-]C(C)C)C.[Cl:14][C:15]1[CH:22]=[CH:21][CH:20]=[CH:19][C:16]=1[CH:17]=[O:18].[NH4+].[Cl-]. The catalyst is C1COCC1. The product is [Cl:14][C:15]1[CH:22]=[CH:21][CH:20]=[CH:19][C:16]=1[CH:17]([OH:18])[CH2:2][C:1]([O:4][CH3:5])=[O:3]. The yield is 0.630. (8) The reactants are [F:1][C:2]([F:36])([F:35])[C:3]1[CH:4]=[C:5]([CH:28]=[C:29]([C:31]([F:34])([F:33])[F:32])[CH:30]=1)[CH2:6][N:7]1[CH2:14][CH2:13][CH2:12][O:11][C:10]2[N:15]=[C:16](Cl)[CH:17]=[C:18]([C:19]3[CH:24]=[CH:23][CH:22]=[CH:21][C:20]=3[Cl:25])[C:9]=2[C:8]1=[O:27].[N:37]1([CH:42]2[CH2:47][CH2:46][NH:45][CH2:44][CH2:43]2)[CH2:41][CH2:40][CH2:39][CH2:38]1. No catalyst specified. The product is [F:32][C:31]([F:34])([F:33])[C:29]1[CH:28]=[C:5]([CH:4]=[C:3]([C:2]([F:35])([F:36])[F:1])[CH:30]=1)[CH2:6][N:7]1[CH2:14][CH2:13][CH2:12][O:11][C:10]2[N:15]=[C:16]([N:45]3[CH2:46][CH2:47][CH:42]([N:37]4[CH2:41][CH2:40][CH2:39][CH2:38]4)[CH2:43][CH2:44]3)[CH:17]=[C:18]([C:19]3[CH:24]=[CH:23][CH:22]=[CH:21][C:20]=3[Cl:25])[C:9]=2[C:8]1=[O:27]. The yield is 0.480. (9) The reactants are Br[CH2:2][CH2:3][C:4]1[CH:9]=[CH:8][C:7]([F:10])=[CH:6][CH:5]=1.[NH:11]1[C:15](=[O:16])[CH2:14][CH2:13][C:12]1=[O:17].C(=O)([O-])[O-].[K+].[K+].[I-].[Na+]. The catalyst is CN(C)C=O. The product is [F:10][C:7]1[CH:8]=[CH:9][C:4]([CH2:3][CH2:2][N:11]2[C:15](=[O:16])[CH2:14][CH2:13][C:12]2=[O:17])=[CH:5][CH:6]=1. The yield is 0.700. (10) The reactants are [NH2:1][O:2][CH2:3][CH2:4][OH:5].[Br:6][C:7]1[CH:24]=[CH:23][C:10]([NH:11][C:12]2[C:13]([C:20](O)=[O:21])=[CH:14][N:15]([CH3:19])[C:16](=[O:18])[CH:17]=2)=[C:9]([F:25])[CH:8]=1.C[N+]1(C2N=C(OC)N=C(OC)N=2)CCOCC1.[Cl-]. The catalyst is CO. The yield is 0.380. The product is [Br:6][C:7]1[CH:24]=[CH:23][C:10]([NH:11][C:12]2[C:13]([C:20]([NH:1][O:2][CH2:3][CH2:4][OH:5])=[O:21])=[CH:14][N:15]([CH3:19])[C:16](=[O:18])[CH:17]=2)=[C:9]([F:25])[CH:8]=1.